Dataset: Full USPTO retrosynthesis dataset with 1.9M reactions from patents (1976-2016). Task: Predict the reactants needed to synthesize the given product. Given the product [Br:17][C:12]1[C:13]([F:16])=[C:14]([OH:15])[C:7]([NH:6][C:19](=[O:22])[C:8]([CH3:11])([CH3:9])[CH2:7][O:1][CH2:5][C:4]2[CH:14]=[CH:13][CH:12]=[CH:2][CH:3]=2)=[C:8]([C:9]#[N:10])[C:11]=1[CH3:18], predict the reactants needed to synthesize it. The reactants are: [O:1]1[CH2:5][CH2:4][CH2:3][CH2:2]1.[NH2:6][C:7]1[C:14]([OH:15])=[C:13]([F:16])[C:12]([Br:17])=[C:11]([CH3:18])[C:8]=1[C:9]#[N:10].[C:19](=[O:22])([O-])O.[Na+].